Task: Predict the reaction yield, written as a fraction of the theoretical maximum amount of product (1.0 means a 100% yield; for example, 0.34 means a 34% yield).. Dataset: Reaction yield outcomes from USPTO patents with 853,638 reactions The reactants are [Br:1][C:2]1[CH:11]=[CH:10][C:5]([O:6][CH2:7][CH2:8][NH2:9])=[CH:4][CH:3]=1.C(N(CC)CC)C.[C:19](OC(=O)C)(=[O:21])[CH3:20]. The catalyst is C(Cl)Cl.C(OCC)(=O)C. The product is [Br:1][C:2]1[CH:11]=[CH:10][C:5]([O:6][CH2:7][CH2:8][NH:9][C:19](=[O:21])[CH3:20])=[CH:4][CH:3]=1. The yield is 0.670.